From a dataset of Catalyst prediction with 721,799 reactions and 888 catalyst types from USPTO. Predict which catalyst facilitates the given reaction. (1) Reactant: [NH2:1][C:2]1[C:3]([Cl:9])=[N:4][CH:5]=[N:6][C:7]=1[Cl:8].[F:10][C:11]([F:20])([F:19])[C:12]1[CH:18]=[CH:17][C:15]([NH2:16])=[CH:14][CH:13]=1.Cl. Product: [ClH:8].[Cl:9][C:3]1[N:4]=[CH:5][N:6]=[C:7]([NH:16][C:15]2[CH:17]=[CH:18][C:12]([C:11]([F:10])([F:19])[F:20])=[CH:13][CH:14]=2)[C:2]=1[NH2:1]. The catalyst class is: 14. (2) Reactant: [CH3:1][S:2]([CH:5]([CH3:11])[C:6]([O:8][CH2:9][CH3:10])=[O:7])(=[O:4])=[O:3].I[CH2:13][CH2:14][N:15]1[CH:19]=[C:18]([C:20]2[CH:25]=[CH:24][CH:23]=[CH:22][CH:21]=2)[N:17]=[CH:16]1.C([O-])([O-])=O.[Cs+].[Cs+].CCOC(C)=O. Product: [CH3:11][C:5]([S:2]([CH3:1])(=[O:3])=[O:4])([CH2:13][CH2:14][N:15]1[CH:19]=[C:18]([C:20]2[CH:25]=[CH:24][CH:23]=[CH:22][CH:21]=2)[N:17]=[CH:16]1)[C:6]([O:8][CH2:9][CH3:10])=[O:7]. The catalyst class is: 3. (3) Reactant: Br[C:2]1[CH:7]=[CH:6][C:5]([C:8]2[C:20]3[NH:19][C:18]4[C:13](=[CH:14][CH:15]=[CH:16][CH:17]=4)[C:12]=3[CH:11]=[CH:10][CH:9]=2)=[CH:4][CH:3]=1.[B:21]1([B:21]2[O:25][C:24]([CH3:27])([CH3:26])[C:23]([CH3:29])([CH3:28])[O:22]2)[O:25][C:24]([CH3:27])([CH3:26])[C:23]([CH3:29])([CH3:28])[O:22]1.C([O-])(=O)C.[K+]. Product: [CH3:28][C:23]1([CH3:29])[C:24]([CH3:27])([CH3:26])[O:25][B:21]([C:2]2[CH:7]=[CH:6][C:5]([C:8]3[C:20]4[NH:19][C:18]5[C:13](=[CH:14][CH:15]=[CH:16][CH:17]=5)[C:12]=4[CH:11]=[CH:10][CH:9]=3)=[CH:4][CH:3]=2)[O:22]1. The catalyst class is: 418. (4) Product: [NH2:30][C:31]1[C:36]([C:37]#[N:38])=[CH:35][CH:34]=[C:33]([NH:39][CH:40]2[CH2:45][CH2:44][CH2:43][N:42]([C:3]3[N:8]4[N:9]=[C:10]([CH:12]5[CH2:13][CH2:14][N:15]([CH:18]([CH3:19])[CH3:20])[CH2:16][CH2:17]5)[N:11]=[C:7]4[CH:6]=[C:5]([C:21]4[CH:26]=[CH:25][C:24]([F:27])=[CH:23][C:22]=4[Cl:28])[N:4]=3)[CH2:41]2)[N:32]=1. The catalyst class is: 16. Reactant: Cl.Cl[C:3]1[N:8]2[N:9]=[C:10]([CH:12]3[CH2:17][CH2:16][N:15]([CH:18]([CH3:20])[CH3:19])[CH2:14][CH2:13]3)[N:11]=[C:7]2[CH:6]=[C:5]([C:21]2[CH:26]=[CH:25][C:24]([F:27])=[CH:23][C:22]=2[Cl:28])[N:4]=1.Cl.[NH2:30][C:31]1[C:36]([C:37]#[N:38])=[CH:35][CH:34]=[C:33]([NH:39][CH:40]2[CH2:45][CH2:44][CH2:43][NH:42][CH2:41]2)[N:32]=1.C(N(CC)C(C)C)(C)C. (5) Reactant: C(OC([NH:8][C:9]1[CH:10]=[C:11]([CH:17]=[C:18]([O:20][CH3:21])[CH:19]=1)[C:12]([O:14][CH2:15][CH3:16])=[O:13])=O)(C)(C)C.C(O)(C(F)(F)F)=O. Product: [NH2:8][C:9]1[CH:10]=[C:11]([CH:17]=[C:18]([O:20][CH3:21])[CH:19]=1)[C:12]([O:14][CH2:15][CH3:16])=[O:13]. The catalyst class is: 91. (6) Reactant: [CH:1]1[C:13]2[CH:12]([CH2:14][O:15][C:16]([NH:18][C@:19]34[CH2:55][CH2:54][C@@H:53]([CH:56]([CH3:59])[CH:57]=[O:58])[C@@H:20]3[C@@H:21]3[C@@:34]([CH3:37])([CH2:35][CH2:36]4)[C@@:33]4([CH3:38])[C@@H:24]([C@:25]5([CH3:52])[C@@H:30]([CH2:31][CH2:32]4)[C:29]([CH3:40])([CH3:39])[C:28]([C:41]4[CH:50]=[CH:49][C:44]([C:45]([O:47][CH3:48])=[O:46])=[C:43]([F:51])[CH:42]=4)=[CH:27][CH2:26]5)[CH2:23][CH2:22]3)=[O:17])[C:11]3[C:6](=[CH:7][CH:8]=[CH:9][CH:10]=3)[C:5]=2[CH:4]=[CH:3][CH:2]=1.[BH4-].[Na+]. Product: [CH:1]1[C:13]2[CH:12]([CH2:14][O:15][C:16]([NH:18][C@:19]34[CH2:55][CH2:54][C@@H:53]([CH:56]([CH3:59])[CH2:57][OH:58])[C@@H:20]3[C@@H:21]3[C@@:34]([CH3:37])([CH2:35][CH2:36]4)[C@@:33]4([CH3:38])[C@@H:24]([C@:25]5([CH3:52])[C@@H:30]([CH2:31][CH2:32]4)[C:29]([CH3:40])([CH3:39])[C:28]([C:41]4[CH:50]=[CH:49][C:44]([C:45]([O:47][CH3:48])=[O:46])=[C:43]([F:51])[CH:42]=4)=[CH:27][CH2:26]5)[CH2:23][CH2:22]3)=[O:17])[C:11]3[C:6](=[CH:7][CH:8]=[CH:9][CH:10]=3)[C:5]=2[CH:4]=[CH:3][CH:2]=1. The catalyst class is: 1. (7) The catalyst class is: 1. Reactant: [Cl:1][C:2]1[CH:7]=[CH:6][C:5]([C:8]([C:11]2[N:15]([C:16]3[CH:21]=[CH:20][C:19]([F:22])=[CH:18][CH:17]=3)[C:14]([SH:23])=[N:13][CH:12]=2)([CH3:10])[CH3:9])=[CH:4][C:3]=1[O:24][CH3:25].[Si:26]([O:33][CH2:34][CH2:35][O:36][C:37]1[CH:42]=[C:41]([F:43])[C:40]([CH2:44]O)=[C:39]([F:46])[CH:38]=1)([C:29]([CH3:32])([CH3:31])[CH3:30])([CH3:28])[CH3:27].C1(P(C2C=CC=CC=2)C2C=CC=CC=2)C=CC=CC=1.CC(OC(/N=N/C(OC(C)C)=O)=O)C. Product: [Si:26]([O:33][CH2:34][CH2:35][O:36][C:37]1[CH:38]=[C:39]([F:46])[C:40]([CH2:44][S:23][C:14]2[N:15]([C:16]3[CH:21]=[CH:20][C:19]([F:22])=[CH:18][CH:17]=3)[C:11]([C:8]([C:5]3[CH:6]=[CH:7][C:2]([Cl:1])=[C:3]([O:24][CH3:25])[CH:4]=3)([CH3:10])[CH3:9])=[CH:12][N:13]=2)=[C:41]([F:43])[CH:42]=1)([C:29]([CH3:32])([CH3:31])[CH3:30])([CH3:28])[CH3:27]. (8) Reactant: [CH2:1]([O:3][C:4](=[O:33])[C:5]([CH3:32])([CH3:31])[CH2:6][C:7]1[N:8]([CH2:23][C:24]2[CH:29]=[CH:28][C:27]([Br:30])=[CH:26][CH:25]=2)[C:9]2[C:14]([C:15]=1[S:16][C:17]([CH3:20])([CH3:19])[CH3:18])=[CH:13][C:12]([O:21]C)=[CH:11][CH:10]=2)[CH3:2].CC(S)(C)C.[Al+3].[Cl-].[Cl-].[Cl-]. Product: [CH2:1]([O:3][C:4](=[O:33])[C:5]([CH3:32])([CH3:31])[CH2:6][C:7]1[N:8]([CH2:23][C:24]2[CH:25]=[CH:26][C:27]([Br:30])=[CH:28][CH:29]=2)[C:9]2[C:14]([C:15]=1[S:16][C:17]([CH3:20])([CH3:19])[CH3:18])=[CH:13][C:12]([OH:21])=[CH:11][CH:10]=2)[CH3:2]. The catalyst class is: 2. (9) Reactant: [N:1]1([CH2:5][CH2:6][N:7]2[CH:11]=[C:10]([C:12]3[CH:17]=[CH:16][C:15]([F:18])=[C:14]([CH3:19])[CH:13]=3)[N:9]=[C:8]2[CH:20]2[CH2:25][CH2:24][NH:23][CH2:22][C:21]2([F:27])[F:26])[CH2:4][CH2:3][CH2:2]1.C(N(C(C)C)C(C)C)C.[NH2:37][C:38]1[C:43]([C:44]#[N:45])=[C:42](Cl)[N:41]=[CH:40][N:39]=1. Product: [NH2:37][C:38]1[C:43]([C:44]#[N:45])=[C:42]([N:23]2[CH2:24][CH2:25][CH:20]([C:8]3[N:7]([CH2:6][CH2:5][N:1]4[CH2:4][CH2:3][CH2:2]4)[CH:11]=[C:10]([C:12]4[CH:17]=[CH:16][C:15]([F:18])=[C:14]([CH3:19])[CH:13]=4)[N:9]=3)[C:21]([F:26])([F:27])[CH2:22]2)[N:41]=[CH:40][N:39]=1. The catalyst class is: 10.